This data is from Catalyst prediction with 721,799 reactions and 888 catalyst types from USPTO. The task is: Predict which catalyst facilitates the given reaction. Reactant: C(OC([N:11]1[C@@H:15]([CH2:16][OH:17])[CH2:14][C@@H:13]([NH:18][C:19](=[O:25])[O:20][C:21]([CH3:24])([CH3:23])[CH3:22])[CH2:12]1)=O)C1C=CC=CC=1. Product: [OH:17][CH2:16][C@@H:15]1[NH:11][CH2:12][C@H:13]([NH:18][C:19](=[O:25])[O:20][C:21]([CH3:23])([CH3:22])[CH3:24])[CH2:14]1. The catalyst class is: 29.